From a dataset of Reaction yield outcomes from USPTO patents with 853,638 reactions. Predict the reaction yield, written as a fraction of the theoretical maximum amount of product (1.0 means a 100% yield; for example, 0.34 means a 34% yield). (1) The product is [O:8]=[C:9]1[N:33]2[CH:37]=[CH:36][CH:35]=[C:34]2[CH:38]=[C:12]([C:13]([O:15][CH3:16])=[O:14])[NH:11]1. The catalyst is C(Cl)Cl. The yield is 0.510. The reactants are C([O:8][C:9]([NH:11][CH:12](P(OCC)(OCC)=O)[C:13]([O:15][CH3:16])=[O:14])=O)C1C=CC=CC=1.CN(C)C(N(C)C)=N.[NH:33]1[CH:37]=[CH:36][CH:35]=[C:34]1[CH:38]=O. (2) The reactants are [F:1][C:2]1[CH:30]=[C:29]([N+:31]([O-:33])=[O:32])[CH:28]=[CH:27][C:3]=1[O:4][C:5]1[C:14]2[C:9](=[CH:10][C:11]([O:17][CH2:18][CH:19]3[CH2:26][CH:22]4[CH2:23][NH:24][CH2:25][CH:21]4[CH2:20]3)=[C:12]([O:15][CH3:16])[CH:13]=2)[N:8]=[CH:7][CH:6]=1.[C:34](#N)C.O.C=O.[BH-](OC(C)=O)(OC(C)=O)OC(C)=O.[Na+]. The catalyst is O. The product is [F:1][C:2]1[CH:30]=[C:29]([N+:31]([O-:33])=[O:32])[CH:28]=[CH:27][C:3]=1[O:4][C:5]1[C:14]2[C:9](=[CH:10][C:11]([O:17][CH2:18][CH:19]3[CH2:26][CH:22]4[CH2:23][N:24]([CH3:34])[CH2:25][CH:21]4[CH2:20]3)=[C:12]([O:15][CH3:16])[CH:13]=2)[N:8]=[CH:7][CH:6]=1. The yield is 0.500.